The task is: Regression/Classification. Given a drug SMILES string, predict its absorption, distribution, metabolism, or excretion properties. Task type varies by dataset: regression for continuous measurements (e.g., permeability, clearance, half-life) or binary classification for categorical outcomes (e.g., BBB penetration, CYP inhibition). Dataset: cyp2c19_veith.. This data is from CYP2C19 inhibition data for predicting drug metabolism from PubChem BioAssay. (1) The drug is COC(=O)CN(c1ccccn1)S(=O)(=O)c1ccccc1. The result is 0 (non-inhibitor). (2) The drug is COc1ccc(/C(O)=C2/C(=O)C(=O)N(CC3CCCO3)C2c2ccc(OC)c(OC)c2)cc1. The result is 0 (non-inhibitor).